Dataset: Forward reaction prediction with 1.9M reactions from USPTO patents (1976-2016). Task: Predict the product of the given reaction. (1) Given the reactants [C:1]([O:5][C:6]([N:8]1[CH2:13][CH2:12][N:11]([C:14]2[N:19]=[CH:18][N:17]=[C:16]3[NH:20][N:21]=[CH:22][C:15]=23)[CH2:10][CH2:9]1)=[O:7])([CH3:4])([CH3:3])[CH3:2].[CH2:23]([O:25][C:26]1[CH:33]=[CH:32][C:29](CO)=[CH:28][CH:27]=1)[CH3:24].[C:34]1(P(C2C=CC=CC=2)C2C=CC=CC=2)C=CC=CC=1, predict the reaction product. The product is: [CH2:23]([O:25][C:26]1[CH:27]=[C:28]([CH:29]=[CH:32][CH:33]=1)[CH2:34][N:20]1[C:16]2=[N:17][CH:18]=[N:19][C:14]([N:11]3[CH2:10][CH2:9][N:8]([C:6]([O:5][C:1]([CH3:4])([CH3:2])[CH3:3])=[O:7])[CH2:13][CH2:12]3)=[C:15]2[CH:22]=[N:21]1)[CH3:24]. (2) Given the reactants [NH:1]1[CH:5]=[C:4]([CH2:6][C:7]([OH:9])=O)[N:3]=[CH:2]1.[CH2:10]([C@@H:17]1[NH:22][CH2:21][CH2:20][N:19]([C:23]2[CH:28]=[CH:27][C:26]([O:29][CH:30]([F:32])[F:31])=[C:25]([O:33][CH:34]3[CH2:37][CH2:36][CH2:35]3)[CH:24]=2)[CH2:18]1)[C:11]1[CH:16]=[CH:15][CH:14]=[CH:13][CH:12]=1, predict the reaction product. The product is: [CH2:10]([C@H:17]1[CH2:18][N:19]([C:23]2[CH:28]=[CH:27][C:26]([O:29][CH:30]([F:31])[F:32])=[C:25]([O:33][CH:34]3[CH2:37][CH2:36][CH2:35]3)[CH:24]=2)[CH2:20][CH2:21][N:22]1[C:7](=[O:9])[CH2:6][C:4]1[N:3]=[CH:2][NH:1][CH:5]=1)[C:11]1[CH:12]=[CH:13][CH:14]=[CH:15][CH:16]=1. (3) Given the reactants [Cl:1][C:2]1[CH:3]=[C:4]([NH2:19])[CH:5]=[N:6][C:7]=1[O:8][C:9]1[CH:10]=[N:11][C:12]2[C:17]([CH:18]=1)=[CH:16][CH:15]=[CH:14][CH:13]=2.[F:20][C:21]1[CH:22]=[C:23]([S:28](Cl)(=[O:30])=[O:29])[CH:24]=[CH:25][C:26]=1[F:27], predict the reaction product. The product is: [Cl:1][C:2]1[CH:3]=[C:4]([NH:19][S:28]([C:23]2[CH:24]=[CH:25][C:26]([F:27])=[C:21]([F:20])[CH:22]=2)(=[O:30])=[O:29])[CH:5]=[N:6][C:7]=1[O:8][C:9]1[CH:10]=[N:11][C:12]2[C:17]([CH:18]=1)=[CH:16][CH:15]=[CH:14][CH:13]=2. (4) Given the reactants [CH:1]1[C:10]2[C:5](=[CH:6][CH:7]=[CH:8][CH:9]=2)[CH:4]=[CH:3][C:2]=1[OH:11].CO.[CH:14]1[CH2:18][CH:17]=[CH:16][CH:15]=1.C1COCC1, predict the reaction product. The product is: [CH2:16]([C:1]1[C:10]2[C:5](=[CH:6][CH:7]=[CH:8][CH:9]=2)[CH:4]=[CH:3][C:2]=1[OH:11])[CH:15]=[CH:14][CH2:18][CH3:17]. (5) Given the reactants [C:1]([C:5]1[CH:10]=[CH:9][C:8]([CH2:11][C:12]#[N:13])=[CH:7][CH:6]=1)([CH3:4])([CH3:3])[CH3:2].[CH3:14][N:15]1[C:19]([Cl:20])=[C:18]([C:21](Cl)=[O:22])[C:17]([Cl:24])=[N:16]1.CC(C)([O-])C.[K+].Cl, predict the reaction product. The product is: [C:1]([C:5]1[CH:6]=[CH:7][C:8]([C:11](=[C:21]([C:18]2[C:17]([Cl:24])=[N:16][N:15]([CH3:14])[C:19]=2[Cl:20])[OH:22])[C:12]#[N:13])=[CH:9][CH:10]=1)([CH3:4])([CH3:2])[CH3:3].